This data is from Orexin1 receptor HTS with 218,158 compounds and 233 confirmed actives. The task is: Binary Classification. Given a drug SMILES string, predict its activity (active/inactive) in a high-throughput screening assay against a specified biological target. The drug is O=C1N(C(=O)CC1)c1nn2c(cc(nc2n1)c1ccccc1)c1ccccc1. The result is 0 (inactive).